Dataset: Full USPTO retrosynthesis dataset with 1.9M reactions from patents (1976-2016). Task: Predict the reactants needed to synthesize the given product. (1) Given the product [CH2:68]([NH:72][C:29]([C:26]1[CH:27]=[CH:28][C:23]([C:15]2[CH:16]=[C:17]([OH:22])[C:18]([O:20][CH3:21])=[CH:19][C:14]=2[CH:9]2[CH:8]3[CH2:34][C:35]4[C:40]([CH:7]3[C:6]3[C:11](=[CH:12][CH:13]=[C:4]([C:1](=[NH:3])[NH2:2])[CH:5]=3)[NH:10]2)=[CH:39][CH:38]=[CH:37][CH:36]=4)=[C:24]([O:32][CH3:33])[CH:25]=1)=[O:31])[CH:69]([CH3:71])[CH3:70], predict the reactants needed to synthesize it. The reactants are: [C:1]([C:4]1[CH:5]=[C:6]2[C:11](=[CH:12][CH:13]=1)[NH:10][CH:9]([C:14]1[CH:19]=[C:18]([O:20][CH3:21])[C:17]([OH:22])=[CH:16][C:15]=1[C:23]1[CH:28]=[CH:27][C:26]([C:29]([OH:31])=O)=[CH:25][C:24]=1[O:32][CH3:33])[CH:8]1[CH2:34][C:35]3[C:40]([CH:7]21)=[CH:39][CH:38]=[CH:37][CH:36]=3)(=[NH:3])[NH2:2].F[P-](F)(F)(F)(F)F.N1(O[P+](N(C)C)(N(C)C)N(C)C)C2C=CC=CC=2N=N1.[CH2:68]([NH2:72])[CH:69]([CH3:71])[CH3:70]. (2) Given the product [C:20]([C:2]1[CH:7]=[CH:6][C:5]([NH:8][C:9](=[O:11])[CH3:10])=[CH:4][C:3]=1[S:12]([C:15]([F:18])([F:17])[F:16])(=[O:14])=[O:13])#[N:21], predict the reactants needed to synthesize it. The reactants are: Br[C:2]1[CH:7]=[CH:6][C:5]([NH:8][C:9](=[O:11])[CH3:10])=[CH:4][C:3]=1[S:12]([C:15]([F:18])([F:17])[F:16])(=[O:14])=[O:13].[Cu][C:20]#[N:21]. (3) Given the product [CH3:3][N:2]([CH2:4][CH:5]1[CH2:10][CH2:9]/[C:8](=[CH:11]/[C:12]2[CH:13]=[C:14]([CH:18]=[CH:19][CH:20]=2)[C:15]([N:48]([CH2:49][CH3:50])[CH2:46][CH3:45])=[O:17])/[CH:7]=[C:6]1[C:21]1[CH:26]=[CH:25][CH:24]=[C:23]([O:27][CH3:28])[CH:22]=1)[CH3:1], predict the reactants needed to synthesize it. The reactants are: [CH3:1][N:2]([CH2:4][CH:5]1[CH2:10][CH2:9]/[C:8](=[CH:11]/[C:12]2[CH:13]=[C:14]([CH:18]=[CH:19][CH:20]=2)[C:15]([OH:17])=O)/[CH:7]=[C:6]1[C:21]1[CH:26]=[CH:25][CH:24]=[C:23]([O:27][CH3:28])[CH:22]=1)[CH3:3].C1CCC(N=C=NC2CCCCC2)CC1.O[CH:45]1[CH2:50][C:49](=O)[NH:48][C:46]1=O.C(NCC)C.[Cl-].[Na+].